From a dataset of Catalyst prediction with 721,799 reactions and 888 catalyst types from USPTO. Predict which catalyst facilitates the given reaction. (1) Reactant: C([O:3][C:4]([C:6]1[C:7]([C:12]([F:15])([F:14])[F:13])=[N:8][N:9]([CH3:11])[CH:10]=1)=O)C.[H-].C([Al+]CC(C)C)C(C)C. Product: [CH3:11][N:9]1[CH:10]=[C:6]([CH2:4][OH:3])[C:7]([C:12]([F:13])([F:14])[F:15])=[N:8]1. The catalyst class is: 7. (2) Reactant: Cl.[CH3:2][O:3][N:4]1[CH2:10][CH2:9][NH:8][NH:7][CH2:6][CH2:5]1.C(N(CC)CC)C.C([O:20][C:21](=O)[CH:22]([C:28]1[C:33]([CH3:34])=[CH:32][C:31]([CH3:35])=[CH:30][C:29]=1[CH3:36])[C:23](OCC)=[O:24])C.[OH-].[Na+]. Product: [CH3:2][O:3][N:4]1[CH2:10][CH2:9][N:8]2[C:21](=[O:20])[CH:22]([C:28]3[C:33]([CH3:34])=[CH:32][C:31]([CH3:35])=[CH:30][C:29]=3[CH3:36])[C:23](=[O:24])[N:7]2[CH2:6][CH2:5]1. The catalyst class is: 113.